This data is from M1 muscarinic receptor agonist screen with 61,833 compounds. The task is: Binary Classification. Given a drug SMILES string, predict its activity (active/inactive) in a high-throughput screening assay against a specified biological target. (1) The drug is O=c1n(c(=O)n(c2c1c(n(c2)Cc1ncccc1)c1ccc(cc1)C)C)C. The result is 0 (inactive). (2) The molecule is S(c1n(CC2OCCC2)c(nn1)c1occc1)CC(=O)c1cc(OC)ccc1. The result is 0 (inactive). (3) The compound is Clc1cc(N2CCN(S(=O)(=O)c3cc4oc(=O)n(c4cc3)C)CC2)c(cc1)C. The result is 0 (inactive). (4) The molecule is Fc1ccc(c2occ(n2)CC(=O)N2CCOCC2)cc1. The result is 0 (inactive). (5) The molecule is s1c2c(n(c(C(=O)N3CCc4c3cccc4)c2)Cc2ccccc2)cc1. The result is 0 (inactive).